Dataset: NCI-60 drug combinations with 297,098 pairs across 59 cell lines. Task: Regression. Given two drug SMILES strings and cell line genomic features, predict the synergy score measuring deviation from expected non-interaction effect. Drug 1: C1CC(=O)NC(=O)C1N2CC3=C(C2=O)C=CC=C3N. Drug 2: CC1C(C(=O)NC(C(=O)N2CCCC2C(=O)N(CC(=O)N(C(C(=O)O1)C(C)C)C)C)C(C)C)NC(=O)C3=C4C(=C(C=C3)C)OC5=C(C(=O)C(=C(C5=N4)C(=O)NC6C(OC(=O)C(N(C(=O)CN(C(=O)C7CCCN7C(=O)C(NC6=O)C(C)C)C)C)C(C)C)C)N)C. Cell line: UACC62. Synergy scores: CSS=5.12, Synergy_ZIP=1.33, Synergy_Bliss=3.62, Synergy_Loewe=4.17, Synergy_HSA=4.17.